From a dataset of Full USPTO retrosynthesis dataset with 1.9M reactions from patents (1976-2016). Predict the reactants needed to synthesize the given product. (1) Given the product [CH3:1][C:2]1[S:3][C:4]2[CH:10]=[C:9]([C:15]([C@H:18]3[CH2:20][C@@H:19]3[C:21]([O:23][CH3:24])=[O:22])=[O:16])[CH:8]=[CH:7][C:5]=2[N:6]=1, predict the reactants needed to synthesize it. The reactants are: [CH3:1][C:2]1[S:3][C:4]2[CH:10]=[C:9]([Sn](C)(C)C)[CH:8]=[CH:7][C:5]=2[N:6]=1.[C:15]([C@H:18]1[CH2:20][C@@H:19]1[C:21]([O:23][CH3:24])=[O:22])(Cl)=[O:16].CCOC(C)=O.CCCCCCC. (2) Given the product [C:42]([N:15]1[CH2:14][CH2:13][N:12]([CH2:11][C:10]2[N:6]3[C:7]([C:2]([NH2:1])=[N:3][CH:4]=[N:5]3)=[C:8]([C:24]3[S:25][C:26]4[C:32]([O:33][CH3:34])=[CH:31][C:30]([CH3:35])=[CH:29][C:27]=4[CH:28]=3)[C:9]=2[CH2:18][O:19][CH2:20][C:21]([NH2:23])=[O:22])[CH2:17][CH2:16]1)(=[O:44])[CH3:43], predict the reactants needed to synthesize it. The reactants are: [NH2:1][C:2]1[C:7]2=[C:8]([C:24]3[S:25][C:26]4[C:32]([O:33][CH3:34])=[CH:31][C:30]([CH3:35])=[CH:29][C:27]=4[CH:28]=3)[C:9]([CH2:18][O:19][CH2:20][C:21]([NH2:23])=[O:22])=[C:10]([CH2:11][N:12]3[CH2:17][CH2:16][NH:15][CH2:14][CH2:13]3)[N:6]2[N:5]=[CH:4][N:3]=1.C(=O)([O-])[O-].[Na+].[Na+].[C:42](Cl)(=[O:44])[CH3:43].